This data is from NCI-60 drug combinations with 297,098 pairs across 59 cell lines. The task is: Regression. Given two drug SMILES strings and cell line genomic features, predict the synergy score measuring deviation from expected non-interaction effect. (1) Drug 1: CN1C2=C(C=C(C=C2)N(CCCl)CCCl)N=C1CCCC(=O)O.Cl. Drug 2: C1=NC2=C(N1)C(=S)N=CN2. Cell line: RXF 393. Synergy scores: CSS=25.2, Synergy_ZIP=-8.36, Synergy_Bliss=-5.00, Synergy_Loewe=-21.6, Synergy_HSA=-4.34. (2) Drug 1: C1=NC2=C(N1)C(=S)N=C(N2)N. Drug 2: C1C(C(OC1N2C=NC(=NC2=O)N)CO)O. Cell line: MCF7. Synergy scores: CSS=35.1, Synergy_ZIP=-5.47, Synergy_Bliss=-6.52, Synergy_Loewe=-1.22, Synergy_HSA=-0.816. (3) Drug 1: CC1=C(C=C(C=C1)NC(=O)C2=CC=C(C=C2)CN3CCN(CC3)C)NC4=NC=CC(=N4)C5=CN=CC=C5. Drug 2: CC1C(C(CC(O1)OC2CC(CC3=C2C(=C4C(=C3O)C(=O)C5=C(C4=O)C(=CC=C5)OC)O)(C(=O)CO)O)N)O.Cl. Cell line: SNB-19. Synergy scores: CSS=42.7, Synergy_ZIP=0.0651, Synergy_Bliss=0.394, Synergy_Loewe=-22.1, Synergy_HSA=-0.600. (4) Drug 2: CN(CC1=CN=C2C(=N1)C(=NC(=N2)N)N)C3=CC=C(C=C3)C(=O)NC(CCC(=O)O)C(=O)O. Cell line: HCC-2998. Drug 1: C1CCN(CC1)CCOC2=CC=C(C=C2)C(=O)C3=C(SC4=C3C=CC(=C4)O)C5=CC=C(C=C5)O. Synergy scores: CSS=26.0, Synergy_ZIP=0.527, Synergy_Bliss=3.62, Synergy_Loewe=-16.2, Synergy_HSA=1.98.